Dataset: CYP1A2 inhibition data for predicting drug metabolism from PubChem BioAssay. Task: Regression/Classification. Given a drug SMILES string, predict its absorption, distribution, metabolism, or excretion properties. Task type varies by dataset: regression for continuous measurements (e.g., permeability, clearance, half-life) or binary classification for categorical outcomes (e.g., BBB penetration, CYP inhibition). Dataset: cyp1a2_veith. (1) The drug is OC1(C(O)(c2ccc(-c3ccccc3)cc2)c2ccc(-c3ccccc3)cc2)CCCCC1. The result is 0 (non-inhibitor). (2) The compound is Cn1c(-c2ccc3c(c2)OCO3)cc(=O)c2ccccc21. The result is 1 (inhibitor). (3) The drug is CN(C)CCCNc1cc(O)c2c(c1O)C(=O)c1ccccc1C2=O. The result is 0 (non-inhibitor). (4) The drug is COC(=O)c1nn(-c2ccccc2)c(-c2ccccc2)c1C(=O)c1ccccc1. The result is 0 (non-inhibitor). (5) The drug is COc1ccccc1CNc1cc(-c2cccc(C#N)c2)ncn1. The result is 1 (inhibitor). (6) The drug is CC(C)NC(=O)/C(=N\O)c1ccccc1. The result is 0 (non-inhibitor). (7) The molecule is CCc1nnc(NC(=O)c2c(C)nn(-c3ccccc3)c2Cl)s1. The result is 1 (inhibitor). (8) The compound is O=C1[C@@H]2CC[C@H]3/C(=N\OC[C@@H](O)COCc4ccco4)C[C@@H](O)[C@@H](O)[C@@H]3[C@H]2C(=O)N1c1ccc(F)cc1F. The result is 0 (non-inhibitor).